This data is from Full USPTO retrosynthesis dataset with 1.9M reactions from patents (1976-2016). The task is: Predict the reactants needed to synthesize the given product. (1) Given the product [F:1][C:2]1[CH:3]=[CH:4][C:5]([C@H:8]([NH:10][C:11](=[O:13])[O:16][C:17]([CH3:20])([CH3:19])[CH3:18])[CH3:9])=[N:6][CH:7]=1, predict the reactants needed to synthesize it. The reactants are: [F:1][C:2]1[CH:3]=[CH:4][C:5]([C@H:8]([NH:10][C:11](=[O:13])C)[CH3:9])=[N:6][CH:7]=1.C(OC([O:16][C:17]([CH3:20])([CH3:19])[CH3:18])=O)([O:16][C:17]([CH3:20])([CH3:19])[CH3:18])=O.O.[OH-].[Li+].C(OCC)C. (2) The reactants are: C([SiH2]O[C:7](C)([CH3:21])[C:8]1[N:9]=[C:10]([CH3:20])[N:11]([C:13]2[CH:18]=[CH:17][C:16]([F:19])=[CH:15][CH:14]=2)[CH:12]=1)(C)(C)C.FC1C=CC(N2C=C(CO)N=C2C)=CC=1.[F-].C([N+](CCCC)(CCCC)CCCC)CCC. Given the product [C:7]([C:8]1[N:9]=[C:10]([CH3:20])[N:11]([C:13]2[CH:18]=[CH:17][C:16]([F:19])=[CH:15][CH:14]=2)[CH:12]=1)#[CH:21], predict the reactants needed to synthesize it. (3) Given the product [Br:1][C:2]1[CH:7]=[CH:6][C:5]([O:8][CH2:20][CH2:21][CH3:22])=[CH:4][C:3]=1[C:9]([F:10])([F:11])[F:12], predict the reactants needed to synthesize it. The reactants are: [Br:1][C:2]1[CH:7]=[CH:6][C:5]([OH:8])=[CH:4][C:3]=1[C:9]([F:12])([F:11])[F:10].C(=O)([O-])[O-].[K+].[K+].Br[CH2:20][CH2:21][CH3:22]. (4) Given the product [CH3:1][O:2][C:3]1[CH:15]=[C:14]2[C:6]([C:7]3[CH2:8][CH2:9][CH2:10][CH2:11][C:12]=3[N:13]2[CH2:19][C:20]([OH:22])=[O:21])=[CH:5][CH:4]=1, predict the reactants needed to synthesize it. The reactants are: [CH3:1][O:2][C:3]1[CH:15]=[C:14]2[C:6]([C:7]3[CH2:8][CH2:9][CH2:10][CH2:11][C:12]=3[NH:13]2)=[CH:5][CH:4]=1.[H-].[Na+].Br[CH2:19][C:20]([O:22]C)=[O:21].[OH-].[Na+]. (5) The reactants are: Br[C:2]1[CH:7]=[CH:6][C:5]([O:8][CH2:9][C:10]2[C:15]([F:16])=[CH:14][CH:13]=[CH:12][N:11]=2)=[CH:4][C:3]=1[N:17]1[CH2:26][C:25]2[C:20](=[CH:21][CH:22]=[CH:23][CH:24]=2)[NH:19][C:18]1=[O:27].[C:28]([O:32][CH2:33][CH2:34][CH2:35][CH3:36])(=[O:31])[CH:29]=[CH2:30].C1(C)C=CC=CC=1P(C1C=CC=CC=1C)C1C=CC=CC=1C.C(N(C(C)C)CC)(C)C. Given the product [F:16][C:15]1[C:10]([CH2:9][O:8][C:5]2[CH:6]=[CH:7][C:2](/[CH:30]=[CH:29]/[C:28]([O:32][CH2:33][CH2:34][CH2:35][CH3:36])=[O:31])=[C:3]([N:17]3[CH2:26][C:25]4[C:20](=[CH:21][CH:22]=[CH:23][CH:24]=4)[NH:19][C:18]3=[O:27])[CH:4]=2)=[N:11][CH:12]=[CH:13][CH:14]=1, predict the reactants needed to synthesize it.